Dataset: Forward reaction prediction with 1.9M reactions from USPTO patents (1976-2016). Task: Predict the product of the given reaction. (1) Given the reactants [NH2:1][C:2]1[N:7]=[C:6]([N:8]([CH2:15][C:16]2[C:21]([CH3:22])=[C:20]([O:23][CH3:24])[C:19]([CH3:25])=[CH:18][N:17]=2)[CH2:9][CH2:10][C:11]([O:13][CH3:14])=[O:12])[C:5]([CH:26]=[O:27])=[C:4]([Cl:28])[N:3]=1.C(=O)([O-])[O-].[Cs+].[Cs+].NC1N=C(Cl)C2C=C(C(OC)=O)CN(CC3C(C)=C(OC)C(C)=CN=3)C=2N=1, predict the reaction product. The product is: [NH2:1][C:2]1[N:3]=[C:4]([Cl:28])[C:5]2[CH:26]([OH:27])[CH:10]([C:11]([O:13][CH3:14])=[O:12])[CH2:9][N:8]([CH2:15][C:16]3[C:21]([CH3:22])=[C:20]([O:23][CH3:24])[C:19]([CH3:25])=[CH:18][N:17]=3)[C:6]=2[N:7]=1. (2) The product is: [CH2:1]([O:3][C:4]([C:5]1([NH:19][C:20](=[O:22])[CH3:21])[CH2:11][C:12]2[C:13](=[CH:14][CH:15]=[CH:16][CH:17]=2)[NH:18][C:6]1=[O:7])=[O:23])[CH3:2]. Given the reactants [CH2:1]([O:3][C:4](=[O:23])[C:5]([NH:19][C:20](=[O:22])[CH3:21])([CH2:11][C:12]1[CH:17]=[CH:16][CH:15]=[CH:14][C:13]=1[NH2:18])[C:6](OCC)=[O:7])[CH3:2].O.C1(C)C=CC(S(O)(=O)=O)=CC=1, predict the reaction product. (3) The product is: [F:21][C:18]1[CH:19]=[CH:20][C:15]([CH:10]2[C:9]([CH3:28])([CH3:29])[CH2:8][C:7]3[C:12](=[CH:13][CH:14]=[C:5]([C:3]([OH:4])=[O:2])[CH:6]=3)[NH:11]2)=[CH:16][C:17]=1[NH:22][C:23](=[O:27])[CH:24]([CH3:25])[CH3:26]. Given the reactants C[O:2][C:3]([C:5]1[CH:6]=[C:7]2[C:12](=[CH:13][CH:14]=1)[NH:11][CH:10]([C:15]1[CH:20]=[CH:19][C:18]([F:21])=[C:17]([NH:22][C:23](=[O:27])[CH:24]([CH3:26])[CH3:25])[CH:16]=1)[C:9]([CH3:29])([CH3:28])[CH2:8]2)=[O:4].[OH-].[Na+], predict the reaction product. (4) Given the reactants CN(C(ON1N=NC2C=CC=NC1=2)=[N+](C)C)C.F[P-](F)(F)(F)(F)F.CCN(C(C)C)C(C)C.[CH3:34][C:35]1[O:39][N:38]=[C:37]([C:40]([OH:42])=O)[CH:36]=1.[NH2:43][C@H:44]1[C:52]2[C:47](=[CH:48][CH:49]=[C:50]([C:53]([O:55][CH3:56])=[O:54])[CH:51]=2)[CH2:46][CH2:45]1, predict the reaction product. The product is: [CH3:34][C:35]1[O:39][N:38]=[C:37]([C:40]([NH:43][C@H:44]2[C:52]3[C:47](=[CH:48][CH:49]=[C:50]([C:53]([O:55][CH3:56])=[O:54])[CH:51]=3)[CH2:46][CH2:45]2)=[O:42])[CH:36]=1. (5) Given the reactants Br[C:2]1[C:11]2[O:10][CH2:9][CH:8]([C:12]3[CH:17]=[CH:16][CH:15]=[CH:14][CH:13]=3)[N:7]3[C:18](=[O:20])[NH:19][C:5]([C:6]=23)=[CH:4][CH:3]=1.[CH3:21][N:22]1[C:26](B2OC(C)(C)C(C)(C)O2)=[CH:25][CH:24]=[N:23]1.P([O-])([O-])([O-])=O.[K+].[K+].[K+], predict the reaction product. The product is: [CH3:21][N:22]1[C:26]([C:2]2[C:11]3[O:10][CH2:9][CH:8]([C:12]4[CH:17]=[CH:16][CH:15]=[CH:14][CH:13]=4)[N:7]4[C:18](=[O:20])[NH:19][C:5]([C:6]=34)=[CH:4][CH:3]=2)=[CH:25][CH:24]=[N:23]1. (6) Given the reactants [NH:1]1[CH:5]=[C:4]([C:6]2[CH:11]=[CH:10][N:9]=[C:8]3[N:12]([CH2:15][O:16][CH2:17][CH2:18][Si:19]([CH3:22])([CH3:21])[CH3:20])[CH:13]=[CH:14][C:7]=23)[CH:3]=[N:2]1.CN(C=O)C.[H-].[Na+].Br[CH:31]([CH2:33][CH2:34][CH3:35])[CH3:32], predict the reaction product. The product is: [CH3:32][CH:31]([N:1]1[CH:5]=[C:4]([C:6]2[CH:11]=[CH:10][N:9]=[C:8]3[N:12]([CH2:15][O:16][CH2:17][CH2:18][Si:19]([CH3:22])([CH3:21])[CH3:20])[CH:13]=[CH:14][C:7]=23)[CH:3]=[N:2]1)[CH2:33][CH2:34][CH3:35]. (7) Given the reactants [CH3:1][O:2][C:3]1[CH:4]=[CH:5][CH:6]=[C:7]2[C:11]=1[NH:10][C:9]([C:12]([OH:14])=O)=[C:8]2[CH3:15].[CH3:16][O:17][CH2:18][CH2:19][N:20]([CH3:28])[C:21]1[CH:26]=[CH:25][C:24]([NH2:27])=[CH:23][N:22]=1, predict the reaction product. The product is: [CH3:16][O:17][CH2:18][CH2:19][N:20]([CH3:28])[C:21]1[N:22]=[CH:23][C:24]([NH:27][C:12]([C:9]2[NH:10][C:11]3[C:7]([C:8]=2[CH3:15])=[CH:6][CH:5]=[CH:4][C:3]=3[O:2][CH3:1])=[O:14])=[CH:25][CH:26]=1. (8) Given the reactants [C:1]([C:3]1[CH:8]=[CH:7][C:6]([CH2:9][CH2:10][N:11]2[CH2:16][CH2:15][C:14]([CH2:18][N:19]([CH3:29])[C:20]3[CH:28]=[CH:27][C:23]([C:24]([OH:26])=[O:25])=[CH:22][CH:21]=3)([OH:17])[CH2:13][CH2:12]2)=[CH:5][CH:4]=1)#[N:2].[ClH:30], predict the reaction product. The product is: [ClH:30].[C:1]([C:3]1[CH:4]=[CH:5][C:6]([CH2:9][CH2:10][N:11]2[CH2:12][CH2:13][C:14]([CH2:18][N:19]([CH3:29])[C:20]3[CH:21]=[CH:22][C:23]([C:24]([OH:26])=[O:25])=[CH:27][CH:28]=3)([OH:17])[CH2:15][CH2:16]2)=[CH:7][CH:8]=1)#[N:2].